Predict the reaction yield, written as a fraction of the theoretical maximum amount of product (1.0 means a 100% yield; for example, 0.34 means a 34% yield). From a dataset of Reaction yield outcomes from USPTO patents with 853,638 reactions. The reactants are [CH3:1][NH:2][C:3]1[CH:4]=[C:5]([CH:14]=[CH:15][C:16]=1[N+:17]([O-])=O)[O:6][C:7]1[CH:13]=[CH:12][C:10]([NH2:11])=[CH:9][CH:8]=1.[CH3:20][O:21][C:22]([NH:24][C:25](=NC(OC)=O)SC)=[O:23].CC(O)=O. The catalyst is CO.[Pd]. The product is [CH3:1][N:2]1[C:3]2[CH:4]=[C:5]([O:6][C:7]3[CH:13]=[CH:12][C:10]([NH2:11])=[CH:9][CH:8]=3)[CH:14]=[CH:15][C:16]=2[N:17]=[C:25]1[NH:24][C:22](=[O:23])[O:21][CH3:20]. The yield is 0.850.